Dataset: NCI-60 drug combinations with 297,098 pairs across 59 cell lines. Task: Regression. Given two drug SMILES strings and cell line genomic features, predict the synergy score measuring deviation from expected non-interaction effect. Drug 2: CC1C(C(CC(O1)OC2CC(CC3=C2C(=C4C(=C3O)C(=O)C5=C(C4=O)C(=CC=C5)OC)O)(C(=O)CO)O)N)O.Cl. Cell line: SN12C. Drug 1: C1C(C(OC1N2C=C(C(=O)NC2=O)F)CO)O. Synergy scores: CSS=31.8, Synergy_ZIP=-6.75, Synergy_Bliss=-8.33, Synergy_Loewe=-6.90, Synergy_HSA=-5.92.